Dataset: Peptide-MHC class I binding affinity with 185,985 pairs from IEDB/IMGT. Task: Regression. Given a peptide amino acid sequence and an MHC pseudo amino acid sequence, predict their binding affinity value. This is MHC class I binding data. (1) The peptide sequence is RTFGCSWEF. The MHC is HLA-C04:01 with pseudo-sequence HLA-C04:01. The binding affinity (normalized) is 0.213. (2) The peptide sequence is EAFPYEITE. The MHC is HLA-B40:01 with pseudo-sequence HLA-B40:01. The binding affinity (normalized) is 0.0847. (3) The peptide sequence is QLKSRAAVL. The MHC is HLA-B08:02 with pseudo-sequence HLA-B08:02. The binding affinity (normalized) is 0.366. (4) The peptide sequence is CMSNSRLSF. The MHC is HLA-B15:03 with pseudo-sequence HLA-B15:03. The binding affinity (normalized) is 0.997. (5) The peptide sequence is EAFETQSGA. The MHC is HLA-A02:02 with pseudo-sequence HLA-A02:02. The binding affinity (normalized) is 0. (6) The peptide sequence is GVENPGGYCL. The MHC is H-2-Db with pseudo-sequence H-2-Db. The binding affinity (normalized) is 0.0770. (7) The peptide sequence is ALIRILQQL. The MHC is HLA-A02:02 with pseudo-sequence HLA-A02:02. The binding affinity (normalized) is 0.890. (8) The peptide sequence is GLNWVFSYY. The MHC is HLA-A03:01 with pseudo-sequence HLA-A03:01. The binding affinity (normalized) is 0.288. (9) The peptide sequence is YAYNSSLLY. The MHC is BoLA-T2a with pseudo-sequence BoLA-T2a. The binding affinity (normalized) is 0.223. (10) The peptide sequence is GIYIEGLMH. The MHC is HLA-A03:01 with pseudo-sequence HLA-A03:01. The binding affinity (normalized) is 0.105.